From a dataset of Peptide-MHC class I binding affinity with 185,985 pairs from IEDB/IMGT. Regression. Given a peptide amino acid sequence and an MHC pseudo amino acid sequence, predict their binding affinity value. This is MHC class I binding data. (1) The peptide sequence is TPMLRHSIE. The MHC is HLA-B08:01 with pseudo-sequence HLA-B08:01. The binding affinity (normalized) is 0.736. (2) The peptide sequence is TVLDHILQK. The MHC is HLA-A68:02 with pseudo-sequence HLA-A68:02. The binding affinity (normalized) is 0.0847. (3) The peptide sequence is ERLAIRGSL. The MHC is HLA-A02:01 with pseudo-sequence HLA-A02:01. The binding affinity (normalized) is 0.